This data is from Catalyst prediction with 721,799 reactions and 888 catalyst types from USPTO. The task is: Predict which catalyst facilitates the given reaction. (1) Reactant: [Si:1]([O:8][CH2:9][C:10]1([CH3:38])[S:16][CH2:15][CH2:14][N:13]2[C:17]([C:20]3([C:23]4[CH:28]=[CH:27][C:26](B5OC(C)(C)C(C)(C)O5)=[CH:25][CH:24]=4)[CH2:22][CH2:21]3)=[N:18][N:19]=[C:12]2[CH2:11]1)([C:4]([CH3:7])([CH3:6])[CH3:5])([CH3:3])[CH3:2].Br[C:40]1[CH:41]=[CH:42][C:43]([C:46]#[N:47])=[N:44][CH:45]=1.C(=O)([O-])[O-].[K+].[K+].C(=O)([O-])O.[Na+]. Product: [Si:1]([O:8][CH2:9][C:10]1([CH3:38])[S:16][CH2:15][CH2:14][N:13]2[C:17]([C:20]3([C:23]4[CH:24]=[CH:25][C:26]([C:40]5[CH:41]=[CH:42][C:43]([C:46]#[N:47])=[N:44][CH:45]=5)=[CH:27][CH:28]=4)[CH2:22][CH2:21]3)=[N:18][N:19]=[C:12]2[CH2:11]1)([C:4]([CH3:7])([CH3:5])[CH3:6])([CH3:2])[CH3:3]. The catalyst class is: 437. (2) Reactant: [OH:1][C:2]1[C:10]([CH:11]=O)=[CH:9][CH:8]=[C:7]2[C:3]=1[CH2:4][CH2:5][CH2:6]2.[H][H]. Product: [CH3:11][C:10]1[CH:9]=[CH:8][C:7]2[CH2:6][CH2:5][CH2:4][C:3]=2[C:2]=1[OH:1]. The catalyst class is: 19. (3) Reactant: [CH2:1]([N:8]([CH3:28])[C:9]1[C:18]2[CH:17]=[N:16][CH:15]=[N:14][C:13]=2[N:12]([O:19]CC2C=CC=CC=2)[C:11](=[O:27])[CH:10]=1)[C:2]1[CH:7]=[CH:6][CH:5]=[CH:4][CH:3]=1.[H][H]. Product: [CH2:1]([N:8]([CH3:28])[C:9]1[C:18]2[CH:17]=[N:16][CH:15]=[N:14][C:13]=2[N:12]([OH:19])[C:11](=[O:27])[CH:10]=1)[C:2]1[CH:7]=[CH:6][CH:5]=[CH:4][CH:3]=1. The catalyst class is: 352. (4) Reactant: [O:1]=[C:2]1[CH2:6][CH2:5][CH2:4][N:3]1[C:7]1[CH:8]=[C:9]([CH:19]=[CH:20][CH:21]=1)[CH2:10][NH:11]C(=O)OC(C)(C)C.[ClH:22]. Product: [ClH:22].[NH2:11][CH2:10][C:9]1[CH:8]=[C:7]([N:3]2[CH2:4][CH2:5][CH2:6][C:2]2=[O:1])[CH:21]=[CH:20][CH:19]=1. The catalyst class is: 4. (5) Reactant: [Br:1][C:2]1[CH:3]=[C:4]([C:21]([O:23][CH2:24][CH3:25])=[O:22])[C:5](=[O:20])[N:6]([C:10]2[CH:15]=[CH:14][CH:13]=[C:12]([C:16]([F:19])([F:18])[F:17])[CH:11]=2)[C:7]=1[CH2:8]Br.C(=O)(O)[O-:27].[Na+]. Product: [Br:1][C:2]1[CH:3]=[C:4]([C:21]([O:23][CH2:24][CH3:25])=[O:22])[C:5](=[O:20])[N:6]([C:10]2[CH:15]=[CH:14][CH:13]=[C:12]([C:16]([F:17])([F:18])[F:19])[CH:11]=2)[C:7]=1[CH2:8][OH:27]. The catalyst class is: 1.